From a dataset of Forward reaction prediction with 1.9M reactions from USPTO patents (1976-2016). Predict the product of the given reaction. (1) Given the reactants [CH3:1][Li].BrC1[CH:5]=[C:6]([CH2:10][NH2:11])C=CC=1.[C:12]([Li])([CH3:15])([CH3:14])C.[B:17](OC)([O:20]C)[O:18]C, predict the reaction product. The product is: [CH3:1][NH:11][C:10]1[CH:6]=[C:5]([B:17]([OH:20])[OH:18])[CH:15]=[CH:12][CH:14]=1. (2) Given the reactants Br[C:2]1[CH:3]=[C:4]([CH2:8][CH2:9][CH2:10][C:11]2[N:15]([CH2:16][CH3:17])[C:14](=[O:18])[N:13]([CH2:19][C:20]3[CH:25]=[CH:24][C:23]([C:26]([CH3:29])([CH3:28])[CH3:27])=[CH:22][CH:21]=3)[N:12]=2)[CH:5]=[CH:6][CH:7]=1.C(=O)([O-])[O-].[K+].[K+].C([O:38][C:39]([CH2:41][C:42]1[CH:43]=[C:44](B(O)O)[CH:45]=[CH:46][CH:47]=1)=[O:40])C, predict the reaction product. The product is: [C:26]([C:23]1[CH:24]=[CH:25][C:20]([CH2:19][N:13]2[C:14](=[O:18])[N:15]([CH2:16][CH3:17])[C:11]([CH2:10][CH2:9][CH2:8][C:4]3[CH:3]=[C:2]([C:46]4[CH:45]=[CH:44][CH:43]=[C:42]([CH2:41][C:39]([OH:40])=[O:38])[CH:47]=4)[CH:7]=[CH:6][CH:5]=3)=[N:12]2)=[CH:21][CH:22]=1)([CH3:29])([CH3:28])[CH3:27]. (3) Given the reactants [CH2:1]([O:8][C:9]([NH:11][C:12]1([C:15]([OH:17])=O)[CH2:14][CH2:13]1)=[O:10])[C:2]1[CH:7]=[CH:6][CH:5]=[CH:4][CH:3]=1.CN(C(ON1N=NC2C=CC=NC1=2)=[N+](C)C)C.F[P-](F)(F)(F)(F)F.[C:42]([O:46][C:47](=[O:60])[NH:48][CH2:49][C:50]1[CH:55]=[CH:54][N:53]=[C:52]([C:56]2([NH2:59])[CH2:58][CH2:57]2)[CH:51]=1)([CH3:45])([CH3:44])[CH3:43].Cl, predict the reaction product. The product is: [CH2:1]([O:8][C:9](=[O:10])[NH:11][C:12]1([C:15](=[O:17])[NH:59][C:56]2([C:52]3[CH:51]=[C:50]([CH2:49][NH:48][C:47]([O:46][C:42]([CH3:45])([CH3:44])[CH3:43])=[O:60])[CH:55]=[CH:54][N:53]=3)[CH2:58][CH2:57]2)[CH2:13][CH2:14]1)[C:2]1[CH:3]=[CH:4][CH:5]=[CH:6][CH:7]=1. (4) Given the reactants [CH2:1]1[C:7]2[CH:8]=[CH:9][C:10]([C:12]3[CH:19]=[CH:18][C:15]([C:16]#[N:17])=[CH:14][CH:13]=3)=[CH:11][C:6]=2[CH2:5][CH2:4][NH:3][CH2:2]1.[C:20]1(=O)[CH2:23][CH2:22][CH2:21]1.C(O[BH-](OC(=O)C)OC(=O)C)(=O)C.[Na+], predict the reaction product. The product is: [CH:20]1([N:3]2[CH2:2][CH2:1][C:7]3[CH:8]=[CH:9][C:10]([C:12]4[CH:19]=[CH:18][C:15]([C:16]#[N:17])=[CH:14][CH:13]=4)=[CH:11][C:6]=3[CH2:5][CH2:4]2)[CH2:23][CH2:22][CH2:21]1. (5) Given the reactants C([O:3][C:4]([CH:6]1[CH2:11][CH2:10][CH2:9][N:8]([C:12]([O:14][CH2:15][C:16]2[CH:21]=[CH:20][CH:19]=[CH:18][CH:17]=2)=[O:13])[CH2:7]1)=O)C.[H-].[Al+3].[Li+].[H-].[H-].[H-].O.[OH-].[Na+], predict the reaction product. The product is: [CH2:15]([O:14][C:12]([N:8]1[CH2:9][CH2:10][CH2:11][CH:6]([CH2:4][OH:3])[CH2:7]1)=[O:13])[C:16]1[CH:21]=[CH:20][CH:19]=[CH:18][CH:17]=1. (6) Given the reactants [H-].[Na+].[C:3]([NH:6][CH:7]([C:13]([O:15][CH2:16][CH3:17])=[O:14])[C:8]([O:10][CH2:11][CH3:12])=[O:9])(=[O:5])[CH3:4].[CH2:18]([C:26]1[CH:31]=[CH:30][C:29]([CH2:32][CH2:33]Br)=[CH:28][CH:27]=1)[CH2:19][CH2:20][CH2:21][CH2:22][CH2:23][CH2:24][CH3:25].OS(O)(=O)=O, predict the reaction product. The product is: [C:3]([NH:6][C:7]([CH2:33][CH2:32][C:29]1[CH:28]=[CH:27][C:26]([CH2:18][CH2:19][CH2:20][CH2:21][CH2:22][CH2:23][CH2:24][CH3:25])=[CH:31][CH:30]=1)([C:13]([O:15][CH2:16][CH3:17])=[O:14])[C:8]([O:10][CH2:11][CH3:12])=[O:9])(=[O:5])[CH3:4]. (7) Given the reactants Cl.[NH:2]1[C:6]2([CH2:10][CH2:9][NH:8][C:7]2=[O:11])[CH2:5][CH2:4][CH2:3]1.[C:12]([O:16][C:17](OC([O-])=O)=[O:18])([CH3:15])([CH3:14])[CH3:13].C(N(CC)CC)C, predict the reaction product. The product is: [C:12]([O:16][C:17]([N:2]1[C:6]2([CH2:10][CH2:9][NH:8][C:7]2=[O:11])[CH2:5][CH2:4][CH2:3]1)=[O:18])([CH3:15])([CH3:14])[CH3:13]. (8) The product is: [NH:33]1[C:34]2[C:30](=[C:29]([C:2]3[N:3]=[C:4]([N:15]4[CH2:20][CH2:19][O:18][CH2:17][CH2:16]4)[C:5]4[S:10][C:9]([NH:11][C:12](=[O:14])[CH3:13])=[CH:8][C:6]=4[N:7]=3)[CH:37]=[CH:36][CH:35]=2)[CH:31]=[N:32]1. Given the reactants Cl[C:2]1[N:3]=[C:4]([N:15]2[CH2:20][CH2:19][O:18][CH2:17][CH2:16]2)[C:5]2[S:10][C:9]([NH:11][C:12](=[O:14])[CH3:13])=[CH:8][C:6]=2[N:7]=1.CC1(C)C(C)(C)OB([C:29]2[CH:37]=[CH:36][CH:35]=[C:34]3[C:30]=2[CH:31]=[N:32][NH:33]3)O1, predict the reaction product. (9) Given the reactants [C:1](=O)(OC(Cl)(Cl)Cl)[O:2]C(Cl)(Cl)Cl.[CH3:13]N(C)C=O.[F:18][C:19]1[C:24]([O:25][CH3:26])=[CH:23][C:22]([C:27](=[O:29])[CH3:28])=[C:21]([OH:30])[CH:20]=1, predict the reaction product. The product is: [F:18][C:19]1[CH:20]=[C:21]2[C:22]([C:27](=[O:29])[C:28]([CH:1]=[O:2])=[CH:13][O:30]2)=[CH:23][C:24]=1[O:25][CH3:26].